Task: Regression. Given two drug SMILES strings and cell line genomic features, predict the synergy score measuring deviation from expected non-interaction effect.. Dataset: NCI-60 drug combinations with 297,098 pairs across 59 cell lines (1) Drug 1: CCC(=C(C1=CC=CC=C1)C2=CC=C(C=C2)OCCN(C)C)C3=CC=CC=C3.C(C(=O)O)C(CC(=O)O)(C(=O)O)O. Drug 2: CC1=C(C(=O)C2=C(C1=O)N3CC4C(C3(C2COC(=O)N)OC)N4)N. Cell line: DU-145. Synergy scores: CSS=57.1, Synergy_ZIP=-2.71, Synergy_Bliss=-4.65, Synergy_Loewe=-47.7, Synergy_HSA=-4.48. (2) Drug 1: CN(C)N=NC1=C(NC=N1)C(=O)N. Drug 2: CC1=C(N=C(N=C1N)C(CC(=O)N)NCC(C(=O)N)N)C(=O)NC(C(C2=CN=CN2)OC3C(C(C(C(O3)CO)O)O)OC4C(C(C(C(O4)CO)O)OC(=O)N)O)C(=O)NC(C)C(C(C)C(=O)NC(C(C)O)C(=O)NCCC5=NC(=CS5)C6=NC(=CS6)C(=O)NCCC[S+](C)C)O. Cell line: U251. Synergy scores: CSS=6.32, Synergy_ZIP=-4.39, Synergy_Bliss=-0.594, Synergy_Loewe=-1.26, Synergy_HSA=0.643. (3) Drug 1: C1CC(=O)NC(=O)C1N2CC3=C(C2=O)C=CC=C3N. Drug 2: CCC1=C2CN3C(=CC4=C(C3=O)COC(=O)C4(CC)O)C2=NC5=C1C=C(C=C5)O. Cell line: COLO 205. Synergy scores: CSS=22.3, Synergy_ZIP=-4.27, Synergy_Bliss=-8.59, Synergy_Loewe=-20.3, Synergy_HSA=-8.23. (4) Drug 1: C1CCC(CC1)NC(=O)N(CCCl)N=O. Drug 2: C1=CN(C=N1)CC(O)(P(=O)(O)O)P(=O)(O)O. Cell line: SF-268. Synergy scores: CSS=3.89, Synergy_ZIP=-11.3, Synergy_Bliss=-20.1, Synergy_Loewe=-22.7, Synergy_HSA=-19.1. (5) Drug 1: CCC1(CC2CC(C3=C(CCN(C2)C1)C4=CC=CC=C4N3)(C5=C(C=C6C(=C5)C78CCN9C7C(C=CC9)(C(C(C8N6C)(C(=O)OC)O)OC(=O)C)CC)OC)C(=O)OC)O.OS(=O)(=O)O. Drug 2: C(CCl)NC(=O)N(CCCl)N=O. Cell line: T-47D. Synergy scores: CSS=5.56, Synergy_ZIP=-3.89, Synergy_Bliss=-3.19, Synergy_Loewe=-11.4, Synergy_HSA=-1.80. (6) Drug 1: C1=NC2=C(N1)C(=S)N=C(N2)N. Drug 2: CC1=C(C(=CC=C1)Cl)NC(=O)C2=CN=C(S2)NC3=CC(=NC(=N3)C)N4CCN(CC4)CCO. Cell line: HS 578T. Synergy scores: CSS=35.1, Synergy_ZIP=-1.19, Synergy_Bliss=-1.15, Synergy_Loewe=-5.43, Synergy_HSA=-2.62. (7) Drug 1: C1=NC2=C(N=C(N=C2N1C3C(C(C(O3)CO)O)O)F)N. Drug 2: CCN(CC)CCNC(=O)C1=C(NC(=C1C)C=C2C3=C(C=CC(=C3)F)NC2=O)C. Cell line: HCT116. Synergy scores: CSS=5.95, Synergy_ZIP=-2.41, Synergy_Bliss=2.03, Synergy_Loewe=-2.06, Synergy_HSA=-0.642. (8) Cell line: OVCAR-5. Synergy scores: CSS=34.4, Synergy_ZIP=-1.08, Synergy_Bliss=3.83, Synergy_Loewe=-30.3, Synergy_HSA=4.09. Drug 2: CC(C)NC(=O)C1=CC=C(C=C1)CNNC.Cl. Drug 1: CC1=C(N=C(N=C1N)C(CC(=O)N)NCC(C(=O)N)N)C(=O)NC(C(C2=CN=CN2)OC3C(C(C(C(O3)CO)O)O)OC4C(C(C(C(O4)CO)O)OC(=O)N)O)C(=O)NC(C)C(C(C)C(=O)NC(C(C)O)C(=O)NCCC5=NC(=CS5)C6=NC(=CS6)C(=O)NCCC[S+](C)C)O.